The task is: Predict which catalyst facilitates the given reaction.. This data is from Catalyst prediction with 721,799 reactions and 888 catalyst types from USPTO. (1) Reactant: I[C:2]1[C:10]2[C:5](=[N:6][CH:7]=[N:8][C:9]=2[NH2:11])[N:4]([CH2:12][C:13]2[CH:14]=[C:15]3[N:20]([C:21]=2[C:22]2[CH:23]=[N:24][CH:25]=[CH:26][CH:27]=2)[CH:19]=[CH:18][CH:17]=[CH:16]3)[N:3]=1.[F:28][C:29]1[CH:30]=[C:31](B(O)O)[CH:32]=[C:33]([OH:35])[CH:34]=1.CCO.C([O-])([O-])=O.[Na+].[Na+]. Product: [NH2:11][C:9]1[N:8]=[CH:7][N:6]=[C:5]2[N:4]([CH2:12][C:13]3[CH:14]=[C:15]4[N:20]([C:21]=3[C:22]3[CH:23]=[N:24][CH:25]=[CH:26][CH:27]=3)[CH:19]=[CH:18][CH:17]=[CH:16]4)[N:3]=[C:2]([C:31]3[CH:32]=[C:33]([OH:35])[CH:34]=[C:29]([F:28])[CH:30]=3)[C:10]=12. The catalyst class is: 104. (2) Reactant: [CH3:1][C:2]1[CH:7]=[CH:6][CH:5]=[CH:4][C:3]=1[C:8]1[N:12]([S:13]([C:16]2[CH:17]=[N:18][CH:19]=[CH:20][CH:21]=2)(=[O:15])=[O:14])[CH:11]=[C:10]([CH:22]=[O:23])[CH:9]=1.[CH3:24][OH:25].[CH3:26][NH2:27].[BH4-].[Na+].[OH2:30].[O:31]1CCCC1. Product: [C:22]([OH:23])(=[O:31])/[CH:10]=[CH:11]/[C:24]([OH:30])=[O:25].[CH3:26][NH:27][CH2:22][C:10]1[CH:9]=[C:8]([C:3]2[CH:4]=[CH:5][CH:6]=[CH:7][C:2]=2[CH3:1])[N:12]([S:13]([C:16]2[CH:17]=[N:18][CH:19]=[CH:20][CH:21]=2)(=[O:15])=[O:14])[CH:11]=1. The catalyst class is: 5. (3) Reactant: [C:1]([C:3]1[CH:4]=[C:5]2[C:9](=[CH:10][CH:11]=1)[N:8]([CH2:12][C:13]1[CH:18]=[CH:17][CH:16]=[C:15]([O:19][C:20]([F:23])([F:22])[F:21])[CH:14]=1)[C:7]([C:24]([OH:26])=O)=[CH:6]2)#[N:2].S(Cl)(Cl)=O.[CH3:31][O:32][CH2:33][CH2:34][NH2:35].C(N(CC)CC)C. Product: [CH3:31][O:32][CH2:33][CH2:34][NH:35][C:24]([C:7]1[N:8]([CH2:12][C:13]2[CH:18]=[CH:17][CH:16]=[C:15]([O:19][C:20]([F:22])([F:23])[F:21])[CH:14]=2)[C:9]2[C:5]([CH:6]=1)=[CH:4][C:3]([C:1]#[N:2])=[CH:11][CH:10]=2)=[O:26]. The catalyst class is: 2.